Dataset: Forward reaction prediction with 1.9M reactions from USPTO patents (1976-2016). Task: Predict the product of the given reaction. (1) Given the reactants [F:1][C:2]([F:7])([F:6])[C:3]([OH:5])=[O:4].[CH2:8]([S:10]([N:13]1[CH2:18][CH2:17][CH:16]([C:19]2[C:27]3[C:22](=[C:23]([C:39]([NH2:41])=[O:40])[CH:24]=[C:25]([C:28]4[CH:29]=[N:30][N:31]([CH2:33][CH2:34][NH:35][CH2:36][CH2:37]O)[CH:32]=4)[CH:26]=3)[NH:21][CH:20]=2)[CH2:15][CH2:14]1)(=[O:12])=[O:11])[CH3:9].[CH3:42]C(N)C.NCCO, predict the reaction product. The product is: [F:1][C:2]([F:7])([F:6])[C:3]([OH:5])=[O:4].[CH2:8]([S:10]([N:13]1[CH2:18][CH2:17][CH:16]([C:19]2[C:27]3[C:22](=[C:23]([C:39]([NH2:41])=[O:40])[CH:24]=[C:25]([C:28]4[CH:29]=[N:30][N:31]([CH2:33][CH2:34][NH:35][CH:36]([CH3:42])[CH3:37])[CH:32]=4)[CH:26]=3)[NH:21][CH:20]=2)[CH2:15][CH2:14]1)(=[O:11])=[O:12])[CH3:9]. (2) Given the reactants [CH3:1][CH2:2][CH2:3][CH2:4][CH2:5][N:6]([CH2:8][CH2:9][C:10]([P:16]([OH:19])([OH:18])=[O:17])([P:12]([OH:15])([OH:14])=[O:13])[OH:11])[CH3:7].O.O.O.O.O.O.O.O.O.O.B([O-])([O-])[O-].B([O-])([O-])[O-].B([O-])([O-])[O-].B([O-])([O-])[O-].[Na+:46].[Na+].[Na+].[Na+].[Na+].[Na+].[Na+].[Na+].[Na+].[Na+].[Na+].[Na+], predict the reaction product. The product is: [CH3:1][CH2:2][CH2:3][CH2:4][CH2:5][N:6]([CH2:8][CH2:9][C:10]([P:16]([O-:19])([OH:18])=[O:17])([P:12]([OH:15])([OH:14])=[O:13])[OH:11])[CH3:7].[Na+:46]. (3) Given the reactants C([O:5][C:6]([N:8]1[C:12]2[C:13](=[O:24])[N:14]([C:17]3[CH:22]=[CH:21][C:20]([CH3:23])=[CH:19][CH:18]=3)[CH2:15][CH2:16][C:11]=2[C:10]([NH2:25])=[N:9]1)=O)(C)(C)C.C(=O)([O-])[O-].[K+].[K+].ClC[CH2:34][C:35]([N:37]1[CH2:42][CH2:41][N:40]([C:43]2[CH:48]=[CH:47][C:46]([CH3:49])=[CH:45][C:44]=2[CH3:50])[CH2:39][CH2:38]1)=O, predict the reaction product. The product is: [NH2:25][C:10]1[C:11]2[CH2:16][CH2:15][N:14]([C:17]3[CH:22]=[CH:21][C:20]([CH3:23])=[CH:19][CH:18]=3)[C:13](=[O:24])[C:12]=2[N:8]([C:6](=[O:5])[CH2:34][CH2:35][N:37]2[CH2:42][CH2:41][N:40]([C:43]3[CH:48]=[CH:47][C:46]([CH3:49])=[CH:45][C:44]=3[CH3:50])[CH2:39][CH2:38]2)[N:9]=1. (4) Given the reactants [CH:1](=O)[CH2:2][CH2:3][CH2:4][CH2:5][CH2:6][CH2:7][CH2:8][CH2:9][CH2:10][CH3:11].[ClH:13].Cl.[F:15][C:16]1[CH:21]=[C:20]([F:22])[CH:19]=[CH:18][C:17]=1[NH:23][C:24]([NH:26][C:27]([NH2:29])=[NH:28])=[NH:25], predict the reaction product. The product is: [ClH:13].[NH2:25][C:24]1[N:23]([C:17]2[CH:18]=[CH:19][C:20]([F:22])=[CH:21][C:16]=2[F:15])[CH:1]([CH2:2][CH2:3][CH2:4][CH2:5][CH2:6][CH2:7][CH2:8][CH2:9][CH2:10][CH3:11])[N:28]=[C:27]([NH2:29])[N:26]=1.